The task is: Regression. Given two drug SMILES strings and cell line genomic features, predict the synergy score measuring deviation from expected non-interaction effect.. This data is from NCI-60 drug combinations with 297,098 pairs across 59 cell lines. (1) Drug 1: CNC(=O)C1=CC=CC=C1SC2=CC3=C(C=C2)C(=NN3)C=CC4=CC=CC=N4. Cell line: SK-MEL-28. Drug 2: C1=NC2=C(N=C(N=C2N1C3C(C(C(O3)CO)O)F)Cl)N. Synergy scores: CSS=10.5, Synergy_ZIP=1.57, Synergy_Bliss=2.90, Synergy_Loewe=-15.7, Synergy_HSA=0.193. (2) Drug 1: CCC1(CC2CC(C3=C(CCN(C2)C1)C4=CC=CC=C4N3)(C5=C(C=C6C(=C5)C78CCN9C7C(C=CC9)(C(C(C8N6C)(C(=O)OC)O)OC(=O)C)CC)OC)C(=O)OC)O.OS(=O)(=O)O. Drug 2: C1C(C(OC1N2C=NC3=C2NC=NCC3O)CO)O. Cell line: SF-539. Synergy scores: CSS=-1.93, Synergy_ZIP=-0.118, Synergy_Bliss=-0.476, Synergy_Loewe=-12.4, Synergy_HSA=-4.65. (3) Drug 1: CC1CCC2CC(C(=CC=CC=CC(CC(C(=O)C(C(C(=CC(C(=O)CC(OC(=O)C3CCCCN3C(=O)C(=O)C1(O2)O)C(C)CC4CCC(C(C4)OC)OCCO)C)C)O)OC)C)C)C)OC. Drug 2: CS(=O)(=O)OCCCCOS(=O)(=O)C. Cell line: TK-10. Synergy scores: CSS=4.29, Synergy_ZIP=-1.71, Synergy_Bliss=1.17, Synergy_Loewe=-4.26, Synergy_HSA=-0.781. (4) Drug 1: C1CC(C1)(C(=O)O)C(=O)O.[NH2-].[NH2-].[Pt+2]. Drug 2: CC1C(C(CC(O1)OC2CC(OC(C2O)C)OC3=CC4=CC5=C(C(=O)C(C(C5)C(C(=O)C(C(C)O)O)OC)OC6CC(C(C(O6)C)O)OC7CC(C(C(O7)C)O)OC8CC(C(C(O8)C)O)(C)O)C(=C4C(=C3C)O)O)O)O. Cell line: HT29. Synergy scores: CSS=33.2, Synergy_ZIP=1.18, Synergy_Bliss=3.14, Synergy_Loewe=-29.9, Synergy_HSA=-1.05. (5) Cell line: TK-10. Drug 2: CC1C(C(CC(O1)OC2CC(OC(C2O)C)OC3=CC4=CC5=C(C(=O)C(C(C5)C(C(=O)C(C(C)O)O)OC)OC6CC(C(C(O6)C)O)OC7CC(C(C(O7)C)O)OC8CC(C(C(O8)C)O)(C)O)C(=C4C(=C3C)O)O)O)O. Synergy scores: CSS=43.4, Synergy_ZIP=0.307, Synergy_Bliss=2.49, Synergy_Loewe=1.36, Synergy_HSA=0.296. Drug 1: C1=CN(C=N1)CC(O)(P(=O)(O)O)P(=O)(O)O. (6) Drug 1: CS(=O)(=O)C1=CC(=C(C=C1)C(=O)NC2=CC(=C(C=C2)Cl)C3=CC=CC=N3)Cl. Drug 2: CC1=C2C(C(=O)C3(C(CC4C(C3C(C(C2(C)C)(CC1OC(=O)C(C(C5=CC=CC=C5)NC(=O)OC(C)(C)C)O)O)OC(=O)C6=CC=CC=C6)(CO4)OC(=O)C)OC)C)OC. Cell line: OVCAR-8. Synergy scores: CSS=74.3, Synergy_ZIP=19.7, Synergy_Bliss=15.1, Synergy_Loewe=5.80, Synergy_HSA=16.4. (7) Drug 1: CCN(CC)CCCC(C)NC1=C2C=C(C=CC2=NC3=C1C=CC(=C3)Cl)OC. Drug 2: CC1C(C(CC(O1)OC2CC(CC3=C2C(=C4C(=C3O)C(=O)C5=C(C4=O)C(=CC=C5)OC)O)(C(=O)CO)O)N)O.Cl. Cell line: K-562. Synergy scores: CSS=39.7, Synergy_ZIP=-6.55, Synergy_Bliss=-9.68, Synergy_Loewe=-9.41, Synergy_HSA=-5.36.